Predict the reaction yield, written as a fraction of the theoretical maximum amount of product (1.0 means a 100% yield; for example, 0.34 means a 34% yield). From a dataset of Reaction yield outcomes from USPTO patents with 853,638 reactions. (1) The reactants are BrC1C=CC(Cl)=C(C=1)[C:7](O)=[O:8].[OH-:12].[K+].C(P(C(C)(C)C)[C:19]1[CH:24]=[CH:23][CH:22]=[CH:21][C:20]=1[C:25]1C(C(C)C)=CC(C(C)C)=CC=1C(C)C)(C)(C)C.[ClH:44].C[Si](C=[N+]=[N-])(C)C.C(O)(=[O:54])C. The catalyst is C1C=CC(/C=C/C(/C=C/C2C=CC=CC=2)=O)=CC=1.C1C=CC(/C=C/C(/C=C/C2C=CC=CC=2)=O)=CC=1.C1C=CC(/C=C/C(/C=C/C2C=CC=CC=2)=O)=CC=1.[Pd].[Pd]. The product is [Cl:44][C:19]1[CH:24]=[CH:23][C:22]([OH:54])=[CH:21][C:20]=1[C:25]([O:8][CH3:7])=[O:12]. The yield is 0.679. (2) No catalyst specified. The reactants are [Br:1][C:2]1[CH:7]=[CH:6][C:5]([C:8]([CH3:13])([CH3:12])[C:9](O)=[O:10])=[CH:4][CH:3]=1.C(OCC)(=O)CC(O)=O.CN.BrC1C=CC([C@H:32]([NH2:34])C)=CC=1. The product is [Br:1][C:2]1[CH:7]=[CH:6][C:5]([C:8]([CH3:13])([CH3:12])[C:9]([NH:34][CH3:32])=[O:10])=[CH:4][CH:3]=1. The yield is 0.840. (3) The reactants are C(=O)([O-])[O-].[K+].[K+].[CH3:7][O:8][C:9](=[O:34])[C:10]1[CH:15]=[CH:14][CH:13]=[CH:12][C:11]=1[NH:16][C:17](=[O:33])[CH2:18][C:19]1[CH:24]=[CH:23][C:22]([O:25][C:26]2[CH:31]=[CH:30][C:29]([OH:32])=[CH:28][CH:27]=2)=[CH:21][CH:20]=1.Br[CH2:36][C:37]([O:39][C:40]([CH3:43])([CH3:42])[CH3:41])=[O:38]. The catalyst is CN(C=O)C. The product is [CH3:7][O:8][C:9](=[O:34])[C:10]1[CH:15]=[CH:14][CH:13]=[CH:12][C:11]=1[NH:16][C:17](=[O:33])[CH2:18][C:19]1[CH:24]=[CH:23][C:22]([O:25][C:26]2[CH:27]=[CH:28][C:29]([O:32][CH2:36][C:37]([O:39][C:40]([CH3:43])([CH3:42])[CH3:41])=[O:38])=[CH:30][CH:31]=2)=[CH:21][CH:20]=1. The yield is 0.600. (4) The reactants are [O:1]1[CH:5]=[CH:4][CH:3]=[C:2]1[C:6]([NH:8][C:9]1[CH:14]=[CH:13][CH:12]=[C:11]([C:15]2[C:23]3[C:18](=[CH:19][CH:20]=[C:21]([C:24]4[N:28]=[CH:27][N:26](C(C5C=CC=CC=5)(C5C=CC=CC=5)C5C=CC=CC=5)[N:25]=4)[CH:22]=3)[N:17](C3CCCCO3)[N:16]=2)[CH:10]=1)=[O:7]. The catalyst is O1CCOCC1.Cl. The product is [NH:26]1[CH:27]=[N:28][C:24]([C:21]2[CH:22]=[C:23]3[C:18](=[CH:19][CH:20]=2)[NH:17][N:16]=[C:15]3[C:11]2[CH:10]=[C:9]([NH:8][C:6]([C:2]3[O:1][CH:5]=[CH:4][CH:3]=3)=[O:7])[CH:14]=[CH:13][CH:12]=2)=[N:25]1. The yield is 0.500. (5) The product is [NH2:36][C:34](=[O:35])[CH2:33][CH:30]1[CH2:31][CH2:32][N:27]([C:2]2[N:7]3[N:8]=[C:9]([CH3:11])[CH:10]=[C:6]3[N:5]=[C:4]([NH:12][C:13](=[O:25])[C:14]3[CH:19]=[CH:18][C:17]([O:20][C:21]([F:24])([F:23])[F:22])=[CH:16][CH:15]=3)[CH:3]=2)[CH2:28][CH2:29]1. The reactants are Cl[C:2]1[N:7]2[N:8]=[C:9]([CH3:11])[CH:10]=[C:6]2[N:5]=[C:4]([NH:12][C:13](=[O:25])[C:14]2[CH:19]=[CH:18][C:17]([O:20][C:21]([F:24])([F:23])[F:22])=[CH:16][CH:15]=2)[CH:3]=1.Cl.[NH:27]1[CH2:32][CH2:31][CH:30]([CH2:33][C:34]([NH2:36])=[O:35])[CH2:29][CH2:28]1.C(N(CC)C(C)C)(C)C. The yield is 0.150. The catalyst is CN(C=O)C.CS(C)=O.CO. (6) The reactants are [F:1][C:2]1[CH:3]=[CH:4][C:5]([C:8]2[C:12](/[CH:13]=[CH:14]/[C:15]3[S:16][C:17]([C:21]([OH:23])=O)=[C:18]([CH3:20])[N:19]=3)=[C:11]([CH3:24])[O:10][N:9]=2)=[N:6][CH:7]=1.[NH2:25][CH:26]1[CH2:31][CH2:30][O:29][CH2:28][CH2:27]1. The catalyst is CO.O. The product is [O:29]1[CH2:30][CH2:31][CH:26]([NH:25][C:21]([C:17]2[S:16][C:15](/[CH:14]=[CH:13]/[C:12]3[C:8]([C:5]4[CH:4]=[CH:3][C:2]([F:1])=[CH:7][N:6]=4)=[N:9][O:10][C:11]=3[CH3:24])=[N:19][C:18]=2[CH3:20])=[O:23])[CH2:27][CH2:28]1. The yield is 0.700.